Dataset: Forward reaction prediction with 1.9M reactions from USPTO patents (1976-2016). Task: Predict the product of the given reaction. (1) Given the reactants Br[CH:2]([CH2:4][CH2:5][CH3:6])[CH3:3].[CH3:7][O:8][C:9]1[CH:14]=[CH:13][C:12]([S:15]([NH:18][C:19]2[CH:24]=[CH:23][C:22]([O:25][CH3:26])=[CH:21][CH:20]=2)(=[O:17])=[O:16])=[CH:11][CH:10]=1, predict the reaction product. The product is: [CH3:7][O:8][C:9]1[CH:10]=[CH:11][C:12]([S:15]([N:18]([C:19]2[CH:24]=[CH:23][C:22]([O:25][CH3:26])=[CH:21][CH:20]=2)[CH:2]([CH3:3])[CH2:4][CH2:5][CH3:6])(=[O:17])=[O:16])=[CH:13][CH:14]=1. (2) Given the reactants [F:1][C:2]1[CH:11]=[C:10]2[C:5]([CH:6]=[CH:7][C:8](=[O:19])[N:9]2[CH2:12][CH2:13][C:14]([O:16]CC)=[O:15])=[CH:4][CH:3]=1.[OH-].[Na+], predict the reaction product. The product is: [F:1][C:2]1[CH:11]=[C:10]2[C:5]([CH:6]=[CH:7][C:8](=[O:19])[N:9]2[CH2:12][CH2:13][C:14]([OH:16])=[O:15])=[CH:4][CH:3]=1. (3) Given the reactants [SH:1][C:2]1[CH:11]=[CH:10][C:5]([C:6]([O:8][CH3:9])=[O:7])=[CH:4][CH:3]=1.C(=O)([O-])[O-].[K+].[K+].Br[C:19]([CH3:28])([CH3:27])[C:20]([O:22][C:23]([CH3:26])([CH3:25])[CH3:24])=[O:21], predict the reaction product. The product is: [C:23]([O:22][C:20](=[O:21])[C:19]([CH3:28])([S:1][C:2]1[CH:3]=[CH:4][C:5]([C:6]([O:8][CH3:9])=[O:7])=[CH:10][CH:11]=1)[CH3:27])([CH3:26])([CH3:25])[CH3:24]. (4) Given the reactants [Cl:1][C:2]1[CH:18]=[CH:17][C:5]2[CH2:6][CH2:7][N:8]([C:11](=[O:16])[C:12]([F:15])([F:14])[F:13])[CH2:9][CH2:10][C:4]=2[C:3]=1OS(C(F)(F)F)(=O)=O.[CH2:27]([NH:31][C:32](=[O:37])[C:33]([CH3:36])([CH3:35])[CH3:34])[CH2:28][C:29]#[CH:30], predict the reaction product. The product is: [Cl:1][C:2]1[CH:18]=[CH:17][C:5]2[CH2:6][CH2:7][N:8]([C:11](=[O:16])[C:12]([F:15])([F:14])[F:13])[CH2:9][CH2:10][C:4]=2[C:3]=1[C:30]#[C:29][CH2:28][CH2:27][NH:31][C:32](=[O:37])[C:33]([CH3:35])([CH3:34])[CH3:36]. (5) Given the reactants [O:1]1[CH2:3][CH:2]1[CH2:4][O:5][C:6]1[CH:13]=[CH:12][C:9]([C:10]#[N:11])=[CH:8][CH:7]=1.[OH-].[NH4+:15], predict the reaction product. The product is: [NH2:15][CH2:3][CH:2]([OH:1])[CH2:4][O:5][C:6]1[CH:13]=[CH:12][C:9]([C:10]#[N:11])=[CH:8][CH:7]=1. (6) The product is: [C:1]([C:3]1[CH:4]=[CH:5][C:6]([CH2:7][NH:8][C:9](=[O:24])[CH:10]([C:14]2[C:19]([F:20])=[CH:18][CH:17]=[C:16]([CH2:21][OH:22])[C:15]=2[F:23])[O:11][CH2:12][CH3:13])=[CH:25][CH:26]=1)#[N:2]. Given the reactants [C:1]([C:3]1[CH:26]=[CH:25][C:6]([CH2:7][NH:8][C:9](=[O:24])[CH:10]([C:14]2[C:19]([F:20])=[CH:18][CH:17]=[C:16]([CH:21]=[O:22])[C:15]=2[F:23])[O:11][CH2:12][CH3:13])=[CH:5][CH:4]=1)#[N:2].[BH4-].[Na+], predict the reaction product. (7) Given the reactants [C:1]([C:3]1[C:12]2[C:7](=[CH:8][CH:9]=[C:10]([O:13][C:14]3[CH:19]=[CH:18][CH:17]=[C:16]([F:20])[CH:15]=3)[CH:11]=2)[C:6]([OH:21])=[C:5]([C:22](OC)=[O:23])[N:4]=1)#[N:2].[NH2:26][CH2:27][C:28]([CH3:35])([CH3:34])[C:29]([O:31][CH2:32][CH3:33])=[O:30], predict the reaction product. The product is: [C:1]([C:3]1[C:12]2[C:7](=[CH:8][CH:9]=[C:10]([O:13][C:14]3[CH:19]=[CH:18][CH:17]=[C:16]([F:20])[CH:15]=3)[CH:11]=2)[C:6]([OH:21])=[C:5]([C:22]([NH:26][CH2:27][C:28]([CH3:35])([CH3:34])[C:29]([O:31][CH2:32][CH3:33])=[O:30])=[O:23])[N:4]=1)#[N:2].